The task is: Predict the product of the given reaction.. This data is from Forward reaction prediction with 1.9M reactions from USPTO patents (1976-2016). (1) Given the reactants [F:1][C:2]1[CH:14]=[CH:13][C:5]([C:6]([CH2:8][CH2:9][C:10]([OH:12])=[O:11])=O)=[CH:4][CH:3]=1.Cl(O)(=O)(=O)=O.[H][H], predict the reaction product. The product is: [F:1][C:2]1[CH:3]=[CH:4][C:5]([CH2:6][CH2:8][CH2:9][C:10]([OH:12])=[O:11])=[CH:13][CH:14]=1. (2) Given the reactants Cl[CH2:2][C:3]1[C:12]([OH:13])=[CH:11][CH:10]=[C:9]2[C:4]=1[CH2:5][CH2:6][CH2:7][C:8]2=[O:14].[Cl:15][C:16]1[CH:17]=[C:18]([CH2:23][SH:24])[CH:19]=[CH:20][C:21]=1[Cl:22], predict the reaction product. The product is: [Cl:15][C:16]1[CH:17]=[C:18]([CH:19]=[CH:20][C:21]=1[Cl:22])[CH2:23][S:24][CH2:2][C:3]1[C:12]([OH:13])=[CH:11][CH:10]=[C:9]2[C:4]=1[CH2:5][CH2:6][CH2:7][C:8]2=[O:14]. (3) The product is: [CH:38]1([C:2]2[CH:3]=[N:4][N:5]([C:7]3[CH:12]=[CH:11][N:10]=[CH:9][C:8]=3[N:13]3[CH2:18][CH2:17][CH:16]([C:19]([N:21]4[CH2:24][CH:23]([F:25])[CH2:22]4)=[O:20])[CH2:15][CH2:14]3)[CH:6]=2)[CH2:32][CH2:33]1. Given the reactants Br[C:2]1[CH:3]=[N:4][N:5]([C:7]2[CH:12]=[CH:11][N:10]=[CH:9][C:8]=2[N:13]2[CH2:18][CH2:17][CH:16]([C:19]([N:21]3[CH2:24][CH:23]([F:25])[CH2:22]3)=[O:20])[CH2:15][CH2:14]2)[CH:6]=1.C(=O)([O-])[O-].[K+].[K+].[C:32]1([CH3:38])C=CC=C[CH:33]=1, predict the reaction product. (4) Given the reactants C(N(CC)CC)C.[Br:8][C:9]1[C:17]2[C:12](=[CH:13][C:14]([N+:18]([O-:20])=[O:19])=[CH:15][CH:16]=2)[NH:11][CH:10]=1.[C:21]1([S:27](Cl)(=[O:29])=[O:28])[CH:26]=[CH:25][CH:24]=[CH:23][CH:22]=1, predict the reaction product. The product is: [C:21]1([S:27]([N:11]2[C:12]3[C:17](=[CH:16][CH:15]=[C:14]([N+:18]([O-:20])=[O:19])[CH:13]=3)[C:9]([Br:8])=[CH:10]2)(=[O:29])=[O:28])[CH:26]=[CH:25][CH:24]=[CH:23][CH:22]=1. (5) Given the reactants [CH3:1][N:2]([CH3:20])[C:3]([CH:5]1[CH2:10][CH2:9][N:8]([C:11]2[CH:16]=[CH:15][C:14]([N+:17]([O-])=O)=[CH:13][CH:12]=2)[CH2:7][CH2:6]1)=[O:4], predict the reaction product. The product is: [NH2:17][C:14]1[CH:13]=[CH:12][C:11]([N:8]2[CH2:9][CH2:10][CH:5]([C:3]([N:2]([CH3:20])[CH3:1])=[O:4])[CH2:6][CH2:7]2)=[CH:16][CH:15]=1. (6) Given the reactants [Cl:1][C:2]1[N:3]=[C:4]([CH2:17][OH:18])[NH:5][C:6]=1[C:7]1[CH:8]=[C:9]([CH:13]=[CH:14][C:15]=1[CH3:16])[C:10]([OH:12])=O.ClC1N=C(COC)NC=1C1C=C(C=CC=1C)C(O)=O.Cl.[NH:39]1[CH2:42][CH:41]([C:43]2[CH:50]=[CH:49][C:46]([C:47]#[N:48])=[CH:45][CH:44]=2)[CH2:40]1.Cl.N1CCC(C2C=CC(C#N)=CC=2)CC1, predict the reaction product. The product is: [Cl:1][C:2]1[N:3]=[C:4]([CH2:17][OH:18])[NH:5][C:6]=1[C:7]1[CH:8]=[C:9]([CH:13]=[CH:14][C:15]=1[CH3:16])[C:10]([N:39]1[CH2:42][CH:41]([C:43]2[CH:50]=[CH:49][C:46]([C:47]#[N:48])=[CH:45][CH:44]=2)[CH2:40]1)=[O:12].